Dataset: TCR-epitope binding with 47,182 pairs between 192 epitopes and 23,139 TCRs. Task: Binary Classification. Given a T-cell receptor sequence (or CDR3 region) and an epitope sequence, predict whether binding occurs between them. (1) The epitope is RISNCVADY. The TCR CDR3 sequence is CASSSTSGGQETQYF. Result: 0 (the TCR does not bind to the epitope). (2) The epitope is KLPDDFTGCV. The TCR CDR3 sequence is CASSLTAGTRVFDEQFF. Result: 1 (the TCR binds to the epitope). (3) The epitope is YLQPRTFLL. The TCR CDR3 sequence is CASSEIGGGNTGELFF. Result: 1 (the TCR binds to the epitope). (4) The epitope is TLIGDCATV. The TCR CDR3 sequence is CASSSRGLAQYF. Result: 1 (the TCR binds to the epitope). (5) The epitope is YFPLQSYGF. The TCR CDR3 sequence is CASSAYPPYDRVNTGELFF. Result: 0 (the TCR does not bind to the epitope). (6) The epitope is SEISMDNSPNL. The TCR CDR3 sequence is CASSLTVDNSPLHF. Result: 0 (the TCR does not bind to the epitope). (7) The epitope is AVFDRKSDAK. The TCR CDR3 sequence is CASRLWTAETQYF. Result: 1 (the TCR binds to the epitope).